The task is: Predict the reaction yield, written as a fraction of the theoretical maximum amount of product (1.0 means a 100% yield; for example, 0.34 means a 34% yield).. This data is from Reaction yield outcomes from USPTO patents with 853,638 reactions. (1) The reactants are [Br:1][C:2]1[CH:3]=[C:4]([SH:8])[CH:5]=[CH:6][CH:7]=1.Br[CH2:10][C:11]([O:13][CH3:14])=[O:12].C(=O)([O-])[O-].[K+].[K+].[NH4+].[Cl-]. The catalyst is C(OCC)C. The product is [CH3:14][O:13][C:11](=[O:12])[CH2:10][S:8][C:4]1[CH:5]=[CH:6][CH:7]=[C:2]([Br:1])[CH:3]=1. The yield is 0.990. (2) No catalyst specified. The product is [NH2:7][C:8]1([CH2:14][OH:15])[CH2:13][CH2:12][CH2:11][CH2:10][CH2:9]1. The reactants are [H-].[H-].[H-].[H-].[Li+].[Al+3].[NH2:7][C:8]1([C:14](O)=[O:15])[CH2:13][CH2:12][CH2:11][CH2:10][CH2:9]1. The yield is 0.970. (3) The reactants are C(OC([N:8]1[CH2:13][CH2:12][N:11]2[C:14](=[O:17])[CH2:15][CH2:16][C@H:10]2[C@@H:9]1[C:18]1[CH:23]=[CH:22][CH:21]=[C:20]([CH3:24])[C:19]=1[CH3:25])=O)(C)(C)C.Cl.CO.[OH-].[Na+]. The catalyst is CO. The product is [CH3:25][C:19]1[C:20]([CH3:24])=[CH:21][CH:22]=[CH:23][C:18]=1[C@@H:9]1[NH:8][CH2:13][CH2:12][N:11]2[C:14](=[O:17])[CH2:15][CH2:16][C@@H:10]12. The yield is 0.840. (4) The reactants are C1C(=O)N([Br:8])C(=O)C1.[Br:9][C:10]1[CH:15]=[CH:14][C:13]([CH3:16])=[C:12]([Cl:17])[CH:11]=1. The catalyst is C(Cl)(Cl)(Cl)Cl.C(OOC(=O)C1C=CC=CC=1)(=O)C1C=CC=CC=1. The product is [Br:9][C:10]1[CH:15]=[CH:14][C:13]([CH2:16][Br:8])=[C:12]([Cl:17])[CH:11]=1. The yield is 0.610. (5) The reactants are Cl.[C:2](=[O:14])([O:12][CH3:13])[O:3][C:4]1[CH:9]=[CH:8][C:7]([F:10])=[C:6]([NH2:11])[CH:5]=1.[CH3:15][N:16]1[C:20]([C:21](Cl)=[O:22])=[CH:19][C:18]([CH3:24])=[N:17]1. The catalyst is CN(C)C(=O)C. The product is [C:2](=[O:14])([O:12][CH3:13])[O:3][C:4]1[CH:9]=[CH:8][C:7]([F:10])=[C:6]([NH:11][C:21]([C:20]2[N:16]([CH3:15])[N:17]=[C:18]([CH3:24])[CH:19]=2)=[O:22])[CH:5]=1. The yield is 0.870. (6) The reactants are [Si:1]([O:8][CH2:9][CH:10]([NH:17][C:18](=[O:24])[O:19][C:20]([CH3:23])([CH3:22])[CH3:21])[C:11](N(OC)C)=[O:12])([C:4]([CH3:7])([CH3:6])[CH3:5])([CH3:3])[CH3:2].[CH3:25][CH2:26][Mg+].[Br-]. The catalyst is C1COCC1. The product is [Si:1]([O:8][CH2:9][CH:10]([NH:17][C:18](=[O:24])[O:19][C:20]([CH3:21])([CH3:22])[CH3:23])[C:11](=[O:12])[CH2:25][CH3:26])([C:4]([CH3:5])([CH3:6])[CH3:7])([CH3:2])[CH3:3]. The yield is 0.860.